From a dataset of Reaction yield outcomes from USPTO patents with 853,638 reactions. Predict the reaction yield, written as a fraction of the theoretical maximum amount of product (1.0 means a 100% yield; for example, 0.34 means a 34% yield). (1) The reactants are [O:1]1[CH:5]=[CH:4][CH:3]=[C:2]1[C:6]1(O)[C:10]2[CH:11]=[C:12]([NH:17][C:18](=[O:24])[CH2:19][C:20]([CH3:23])([CH3:22])[CH3:21])[C:13]([CH3:16])=[C:14]([CH3:15])[C:9]=2[O:8][C:7]1([CH3:26])[CH3:25]. The catalyst is C(OCC)(=O)C.CCCCCC. The product is [O:1]1[CH:5]=[CH:4][CH:3]=[C:2]1[CH:6]1[C:10]2[CH:11]=[C:12]([NH:17][C:18](=[O:24])[CH2:19][C:20]([CH3:22])([CH3:21])[CH3:23])[C:13]([CH3:16])=[C:14]([CH3:15])[C:9]=2[O:8][C:7]1([CH3:26])[CH3:25]. The yield is 0.670. (2) The reactants are Br[C:2]1[CH:3]=[CH:4][C:5]2[NH:6][C:7]3[C:12]([C:13]=2[CH:14]=1)=[CH:11][CH:10]=[CH:9][CH:8]=3.O.[CH3:16][N:17]1CCCC1=O. No catalyst specified. The product is [C:16]([C:2]1[CH:3]=[CH:4][C:5]2[NH:6][C:7]3[C:12]([C:13]=2[CH:14]=1)=[CH:11][CH:10]=[CH:9][CH:8]=3)#[N:17]. The yield is 0.400.